From a dataset of Forward reaction prediction with 1.9M reactions from USPTO patents (1976-2016). Predict the product of the given reaction. Given the reactants [CH3:1][N:2]1[CH2:7][CH2:6][CH:5]([CH2:8][CH2:9][CH2:10]O)[CH2:4][CH2:3]1.CC1CCCO1.S([O-])([O-])(=O)=O.[Mg+2].C1(P(C2C=CC=CC=2)C2C=CC=CC=2)C=CC=CC=1.[C:43]([O:47][C:48](=[O:59])[NH:49][C:50]1[N:55]=[C:54]([CH3:56])[C:53]([C:57]#[N:58])=[CH:52][N:51]=1)([CH3:46])([CH3:45])[CH3:44].N(C(OC(C)C)=O)=NC(OC(C)C)=O, predict the reaction product. The product is: [C:43]([O:47][C:48](=[O:59])[N:49]([C:50]1[N:55]=[C:54]([CH3:56])[C:53]([C:57]#[N:58])=[CH:52][N:51]=1)[CH2:10][CH2:9][CH2:8][CH:5]1[CH2:4][CH2:3][N:2]([CH3:1])[CH2:7][CH2:6]1)([CH3:46])([CH3:44])[CH3:45].